From a dataset of NCI-60 drug combinations with 297,098 pairs across 59 cell lines. Regression. Given two drug SMILES strings and cell line genomic features, predict the synergy score measuring deviation from expected non-interaction effect. (1) Drug 1: CC1=C(C=C(C=C1)NC2=NC=CC(=N2)N(C)C3=CC4=NN(C(=C4C=C3)C)C)S(=O)(=O)N.Cl. Cell line: M14. Drug 2: C1=CC=C(C(=C1)C(C2=CC=C(C=C2)Cl)C(Cl)Cl)Cl. Synergy scores: CSS=1.26, Synergy_ZIP=1.09, Synergy_Bliss=2.05, Synergy_Loewe=-0.727, Synergy_HSA=-1.25. (2) Cell line: BT-549. Drug 1: C1=C(C(=O)NC(=O)N1)F. Drug 2: C1=CC=C(C=C1)NC(=O)CCCCCCC(=O)NO. Synergy scores: CSS=33.7, Synergy_ZIP=-2.89, Synergy_Bliss=-1.53, Synergy_Loewe=-0.937, Synergy_HSA=-0.743. (3) Drug 1: CC1=C2C(C(=O)C3(C(CC4C(C3C(C(C2(C)C)(CC1OC(=O)C(C(C5=CC=CC=C5)NC(=O)OC(C)(C)C)O)O)OC(=O)C6=CC=CC=C6)(CO4)OC(=O)C)OC)C)OC. Drug 2: CCN(CC)CCCC(C)NC1=C2C=C(C=CC2=NC3=C1C=CC(=C3)Cl)OC. Cell line: A498. Synergy scores: CSS=25.7, Synergy_ZIP=-7.27, Synergy_Bliss=-7.56, Synergy_Loewe=-7.20, Synergy_HSA=-2.43. (4) Drug 1: CS(=O)(=O)C1=CC(=C(C=C1)C(=O)NC2=CC(=C(C=C2)Cl)C3=CC=CC=N3)Cl. Drug 2: CC1=C(C=C(C=C1)NC2=NC=CC(=N2)N(C)C3=CC4=NN(C(=C4C=C3)C)C)S(=O)(=O)N.Cl. Cell line: IGROV1. Synergy scores: CSS=7.95, Synergy_ZIP=-0.681, Synergy_Bliss=9.60, Synergy_Loewe=9.09, Synergy_HSA=9.14.